This data is from Catalyst prediction with 721,799 reactions and 888 catalyst types from USPTO. The task is: Predict which catalyst facilitates the given reaction. (1) Reactant: [CH3:1][N:2]1[C:7](=[O:8])[C:6]2[CH:9]=[C:10]([C:12]3[CH:17]=[C:16]([S:18]([N:21]4[CH2:26][CH2:25][N:24]([CH3:27])[CH2:23][CH2:22]4)(=[O:20])=[O:19])[CH:15]=[CH:14][C:13]=3[O:28][CH2:29][CH2:30][CH3:31])[NH:11][C:5]=2[N:4]([CH2:32][CH2:33][CH3:34])[C:3]1=[O:35]. Product: [CH3:1][N:2]([CH2:7][C:9]1[C:6]2[C:7](=[O:8])[N:2]([CH3:1])[C:3](=[O:35])[N:4]([CH2:32][CH2:33][CH3:34])[C:5]=2[NH:11][C:10]=1[C:12]1[CH:17]=[C:16]([S:18]([N:21]2[CH2:22][CH2:23][N:24]([CH3:27])[CH2:25][CH2:26]2)(=[O:20])=[O:19])[CH:15]=[CH:14][C:13]=1[O:28][CH2:29][CH2:30][CH3:31])[CH3:3]. The catalyst class is: 4. (2) Reactant: [H-].[Na+].[CH2:3]([O:10][C:11]1[CH:20]=[C:19]2[C:14]([C:15](=[O:21])[NH:16][CH:17]=[N:18]2)=[CH:13][CH:12]=1)[C:4]1[CH:9]=[CH:8][CH:7]=[CH:6][CH:5]=1.[C:22]([O:28][CH2:29]Cl)(=[O:27])[C:23]([CH3:26])([CH3:25])[CH3:24].Cl.CN([CH:35]=[O:36])C. The catalyst class is: 13. Product: [CH2:3]([O:10][C:11]1[CH:20]=[C:19]2[C:14]([C:15](=[O:21])[N:16]([CH2:29][O:28][C:22](=[O:27])[C:23]([CH3:26])([CH3:25])[CH3:24])[CH:17]=[N:18]2)=[CH:13][C:12]=1[O:36][CH3:35])[C:4]1[CH:9]=[CH:8][CH:7]=[CH:6][CH:5]=1. (3) The catalyst class is: 13. Reactant: [ClH:1].C(OC([N:9]1[CH2:14][CH2:13][C:12]([CH2:16][S:17]([C:20]2[CH:29]=[CH:28][C:23]([C:24]([O:26][CH3:27])=[O:25])=[CH:22][CH:21]=2)(=[O:19])=[O:18])([OH:15])[CH2:11][CH2:10]1)=O)(C)(C)C. Product: [ClH:1].[OH:15][C:12]1([CH2:16][S:17]([C:20]2[CH:29]=[CH:28][C:23]([C:24]([O:26][CH3:27])=[O:25])=[CH:22][CH:21]=2)(=[O:18])=[O:19])[CH2:13][CH2:14][NH:9][CH2:10][CH2:11]1. (4) Reactant: C[O:2][C:3]([C:5]1[C:9]([NH:10][C:11](=[O:21])[CH2:12][S:13][C:14]2[CH:19]=[CH:18][C:17]([Br:20])=[CH:16][CH:15]=2)=[CH:8][N:7]([CH2:22][CH2:23][C:24]2[CH:29]=[CH:28][CH:27]=[CH:26][CH:25]=2)[N:6]=1)=[O:4].[OH-].[Na+].Cl. Product: [Br:20][C:17]1[CH:18]=[CH:19][C:14]([S:13][CH2:12][C:11]([NH:10][C:9]2[C:5]([C:3]([OH:4])=[O:2])=[N:6][N:7]([CH2:22][CH2:23][C:24]3[CH:29]=[CH:28][CH:27]=[CH:26][CH:25]=3)[CH:8]=2)=[O:21])=[CH:15][CH:16]=1. The catalyst class is: 5. (5) Reactant: [CH3:1][N:2]([CH2:4][C:5]1[CH:6]=[C:7]([C:18]([O:20]C)=[O:19])[CH:8]=[C:9]([C:11]2[CH:16]=[CH:15][C:14]([CH3:17])=[CH:13][CH:12]=2)[CH:10]=1)[CH3:3].[OH-].[Li+].[NH4+].[Cl-]. Product: [CH3:1][N:2]([CH2:4][C:5]1[CH:6]=[C:7]([C:18]([OH:20])=[O:19])[CH:8]=[C:9]([C:11]2[CH:16]=[CH:15][C:14]([CH3:17])=[CH:13][CH:12]=2)[CH:10]=1)[CH3:3]. The catalyst class is: 38.